Task: Predict the product of the given reaction.. Dataset: Forward reaction prediction with 1.9M reactions from USPTO patents (1976-2016) (1) Given the reactants [Br:1][C:2]1[CH:3]=[C:4]([C:9]2[C:13]([CH2:14][CH2:15][C:16]([OH:18])=[O:17])=[CH:12][O:11][N:10]=2)[CH:5]=[CH:6][C:7]=1[F:8].S(=O)(=O)(O)O.[CH3:24]O, predict the reaction product. The product is: [Br:1][C:2]1[CH:3]=[C:4]([C:9]2[C:13]([CH2:14][CH2:15][C:16]([O:18][CH3:24])=[O:17])=[CH:12][O:11][N:10]=2)[CH:5]=[CH:6][C:7]=1[F:8]. (2) Given the reactants [NH2:1][C:2]1[CH:7]=[CH:6][C:5]([N:8]2[CH2:13][CH2:12][CH2:11][C@H:10]([C:14]([N:16]3[CH2:21][CH2:20][N:19]([CH3:22])[CH2:18][CH2:17]3)=[O:15])[CH2:9]2)=[CH:4][C:3]=1[O:23][CH3:24].COC1C=C(N2CCC[C@@H](C(N3CCN(C)CC3)=O)C2)C=CC=1[N+]([O-])=O, predict the reaction product. The product is: [NH2:1][C:2]1[CH:7]=[CH:6][C:5]([N:8]2[CH2:13][CH2:12][CH2:11][C@@H:10]([C:14]([N:16]3[CH2:17][CH2:18][N:19]([CH3:22])[CH2:20][CH2:21]3)=[O:15])[CH2:9]2)=[CH:4][C:3]=1[O:23][CH3:24]. (3) Given the reactants [CH3:1][O:2][C:3](=[O:14])[CH2:4][O:5][C:6]1[CH:11]=[CH:10][C:9]([CH:12]=[O:13])=[CH:8][CH:7]=1.[B-].[Na+].Cl, predict the reaction product. The product is: [CH3:1][O:2][C:3](=[O:14])[CH2:4][O:5][C:6]1[CH:11]=[CH:10][C:9]([CH2:12][OH:13])=[CH:8][CH:7]=1. (4) Given the reactants Br[CH2:2][CH2:3][CH2:4][CH2:5][O:6][C:7]1[CH:12]=[CH:11][C:10]([N+:13]([O-:15])=[O:14])=[CH:9][CH:8]=1.[NH:16]([CH2:20][CH2:21][OH:22])[CH2:17][CH2:18][OH:19], predict the reaction product. The product is: [OH:19][CH2:18][CH2:17][N:16]([CH2:2][CH2:3][CH2:4][CH2:5][O:6][C:7]1[CH:12]=[CH:11][C:10]([N+:13]([O-:15])=[O:14])=[CH:9][CH:8]=1)[CH2:20][CH2:21][OH:22]. (5) Given the reactants CN(C(ON1N=NC2C=CC=NC1=2)=[N+](C)C)C.F[P-](F)(F)(F)(F)F.C(N(CC)C(C)C)(C)C.[CH2:34]([O:41][C:42]([NH:44][C@@H:45]([CH2:50][CH2:51][CH2:52][NH:53][C:54]([O:56][C:57]([CH3:60])([CH3:59])[CH3:58])=[O:55])[CH2:46][C:47]([OH:49])=O)=[O:43])[C:35]1[CH:40]=[CH:39][CH:38]=[CH:37][CH:36]=1.Cl.[NH2:62][CH2:63][CH2:64][NH:65][C:66](=[O:75])[O:67][CH2:68][C:69]1[CH:74]=[CH:73][CH:72]=[CH:71][CH:70]=1, predict the reaction product. The product is: [CH2:68]([O:67][C:66](=[O:75])[NH:65][CH2:64][CH2:63][NH:62][C:47](=[O:49])[CH2:46][C@@H:45]([NH:44][C:42]([O:41][CH2:34][C:35]1[CH:36]=[CH:37][CH:38]=[CH:39][CH:40]=1)=[O:43])[CH2:50][CH2:51][CH2:52][NH:53][C:54]([O:56][C:57]([CH3:60])([CH3:59])[CH3:58])=[O:55])[C:69]1[CH:74]=[CH:73][CH:72]=[CH:71][CH:70]=1. (6) Given the reactants [C:1]([O:5][C:6]([N:8]1[CH2:12][C@@H:11]([F:13])[CH2:10][C@@H:9]1[C@@H:14]([OH:26])[C@@H:15]([N+:23]([O-])=O)[CH2:16][C:17]1[CH:22]=[CH:21][CH:20]=[CH:19][CH:18]=1)=[O:7])([CH3:4])([CH3:3])[CH3:2].[BH4-].[Na+], predict the reaction product. The product is: [C:1]([O:5][C:6]([N:8]1[CH2:12][C@@H:11]([F:13])[CH2:10][C@@H:9]1[C@@H:14]([OH:26])[C@@H:15]([NH2:23])[CH2:16][C:17]1[CH:18]=[CH:19][CH:20]=[CH:21][CH:22]=1)=[O:7])([CH3:4])([CH3:2])[CH3:3]. (7) Given the reactants C(NC(C)C)(C)C.[Li]CCCC.[CH:13]1[CH:14]=[C:15]([N:21]2[CH2:26][CH2:25][N:24]([CH2:27][CH2:28][CH2:29][CH2:30][O:31][C:32]3[CH:33]=[CH:34][C:35]4[CH2:42][CH2:41][C:39](=[O:40])[NH:38][C:36]=4[CH:37]=3)[CH2:23][CH2:22]2)[C:16]([Cl:20])=[C:17]([Cl:19])[CH:18]=1.[C:43](Cl)(=[O:47])[CH:44]([CH3:46])[CH3:45], predict the reaction product. The product is: [Cl:20][C:16]1[C:17]([Cl:19])=[CH:18][CH:13]=[CH:14][C:15]=1[N:21]1[CH2:26][CH2:25][N:24]([CH2:27][CH2:28][CH2:29][CH2:30][O:31][C:32]2[CH:37]=[C:36]3[C:35]([CH2:42][CH2:41][C:39](=[O:40])[N:38]3[C:43](=[O:47])[CH:44]([CH3:46])[CH3:45])=[CH:34][CH:33]=2)[CH2:23][CH2:22]1.